This data is from Catalyst prediction with 721,799 reactions and 888 catalyst types from USPTO. The task is: Predict which catalyst facilitates the given reaction. (1) Reactant: [Br:1][C:2]1[CH:7]=[C:6]([C:8]2[N:13]=[CH:12][CH:11]=[CH:10][N:9]=2)[C:5]([NH:14]C(=O)C(C)(C)C)=[C:4]([N+:21]([O-:23])=[O:22])[CH:3]=1. Product: [Br:1][C:2]1[CH:7]=[C:6]([C:8]2[N:9]=[CH:10][CH:11]=[CH:12][N:13]=2)[C:5]([NH2:14])=[C:4]([N+:21]([O-:23])=[O:22])[CH:3]=1. The catalyst class is: 126. (2) Reactant: [Cl:1][C:2]1[CH:3]=[C:4]([C:12]2[O:16][N:15]=[C:14]([C:17]3[CH:18]=[C:19]4[C:23](=[CH:24][C:25]=3[CH2:26][CH3:27])[N:22]([CH2:28][CH2:29][CH2:30][C:31]([O:33]CC)=[O:32])[N:21]=[CH:20]4)[N:13]=2)[CH:5]=[N:6][C:7]=1[O:8][CH:9]([CH3:11])[CH3:10].[OH-].[Na+]. Product: [Cl:1][C:2]1[CH:3]=[C:4]([C:12]2[O:16][N:15]=[C:14]([C:17]3[CH:18]=[C:19]4[C:23](=[CH:24][C:25]=3[CH2:26][CH3:27])[N:22]([CH2:28][CH2:29][CH2:30][C:31]([OH:33])=[O:32])[N:21]=[CH:20]4)[N:13]=2)[CH:5]=[N:6][C:7]=1[O:8][CH:9]([CH3:11])[CH3:10]. The catalyst class is: 5. (3) Reactant: [CH3:1][C:2]([CH3:19])([CH3:18])[CH2:3][N:4]1[C:8]2[CH:9]=[CH:10][C:11]([O:14]C)=[C:12]([F:13])[C:7]=2[N:6]([CH3:16])[C:5]1=[O:17].CC(C)=O.C(=O)=O.B(Br)(Br)Br. Product: [CH3:1][C:2]([CH3:19])([CH3:18])[CH2:3][N:4]1[C:8]2[CH:9]=[CH:10][C:11]([OH:14])=[C:12]([F:13])[C:7]=2[N:6]([CH3:16])[C:5]1=[O:17]. The catalyst class is: 4. (4) Reactant: [Cl:1][C:2]1[N:3]=[C:4]([Cl:18])[C:5]2[NH:10][C:9]([C:11]3[CH:12]=[C:13]([CH3:17])[CH:14]=[CH:15][CH:16]=3)=[CH:8][C:6]=2[N:7]=1.C(=O)([O-])[O-].[K+].[K+].[N+:25]([C:28]1[CH:35]=[C:34]([C:36]([F:39])([F:38])[F:37])[CH:33]=[CH:32][C:29]=1[CH2:30]Br)([O-:27])=[O:26]. Product: [Cl:1][C:2]1[N:3]=[C:4]([Cl:18])[C:5]2[N:10]([CH2:30][C:29]3[CH:32]=[CH:33][C:34]([C:36]([F:39])([F:38])[F:37])=[CH:35][C:28]=3[N+:25]([O-:27])=[O:26])[C:9]([C:11]3[CH:16]=[CH:15][CH:14]=[C:13]([CH3:17])[CH:12]=3)=[CH:8][C:6]=2[N:7]=1. The catalyst class is: 675. (5) Reactant: Cl.Cl.[C:3]1([C:9]2[C:10]([N:18]3[CH2:23][CH2:22][NH:21][CH2:20][CH2:19]3)=[C:11]3[CH:17]=[CH:16][NH:15][C:12]3=[N:13][CH:14]=2)[CH:8]=[CH:7][CH:6]=[CH:5][CH:4]=1.[Br:24][C:25]1[CH:30]=[CH:29][C:28]([C@@H:31]([C@@H:35]2[CH2:39][CH2:38][C:37]([CH3:41])([CH3:40])[N:36]2[C:42]([O:44][C:45]([CH3:48])([CH3:47])[CH3:46])=[O:43])[C:32](O)=[O:33])=[CH:27][CH:26]=1.CN(C(ON1N=NC2C=CC=CC1=2)=[N+](C)C)C.[B-](F)(F)(F)F.CCN(C(C)C)C(C)C. Product: [Br:24][C:25]1[CH:26]=[CH:27][C:28]([C@@H:31]([C@H:35]2[N:36]([C:42]([O:44][C:45]([CH3:48])([CH3:47])[CH3:46])=[O:43])[C:37]([CH3:41])([CH3:40])[CH2:38][CH2:39]2)[C:32](=[O:33])[N:21]2[CH2:20][CH2:19][N:18]([C:10]3[C:9]([C:3]4[CH:4]=[CH:5][CH:6]=[CH:7][CH:8]=4)=[CH:14][N:13]=[C:12]4[NH:15][CH:16]=[CH:17][C:11]=34)[CH2:23][CH2:22]2)=[CH:29][CH:30]=1. The catalyst class is: 2. (6) Product: [CH2:16]([NH:18][CH2:19][CH2:20][NH:21][C:9](=[O:10])[O:11][C:12]([CH3:13])([CH3:14])[CH3:15])[CH3:17]. Reactant: [C:9](O[C:9]([O:11][C:12]([CH3:15])([CH3:14])[CH3:13])=[O:10])([O:11][C:12]([CH3:15])([CH3:14])[CH3:13])=[O:10].[CH2:16]([NH:18][CH2:19][CH2:20][NH2:21])[CH3:17]. The catalyst class is: 1. (7) Reactant: [CH:1]([C:4]1[N:8]2[CH:9]=[C:10]([O:13][C:14]3[CH:26]=[CH:25][CH:24]=[CH:23][C:15]=3[CH2:16][O:17]C(=O)C(C)C)[CH:11]=[CH:12][C:7]2=[N:6][N:5]=1)([CH3:3])[CH3:2].[OH-].[K+]. The catalyst class is: 30. Product: [CH:1]([C:4]1[N:8]2[CH:9]=[C:10]([O:13][C:14]3[CH:26]=[CH:25][CH:24]=[CH:23][C:15]=3[CH2:16][OH:17])[CH:11]=[CH:12][C:7]2=[N:6][N:5]=1)([CH3:3])[CH3:2].